This data is from Full USPTO retrosynthesis dataset with 1.9M reactions from patents (1976-2016). The task is: Predict the reactants needed to synthesize the given product. (1) Given the product [CH3:14][O:15][C:16]1[CH:17]=[CH:18][C:19]2[C:25]([CH3:26])=[CH:24][CH2:23][CH2:22][NH:21][C:20]=2[CH:28]=1, predict the reactants needed to synthesize it. The reactants are: COC1C=CC2CCCCNC=2C=1.[CH3:14][O:15][C:16]1[CH:17]=[CH:18][C:19]2[C:25]([CH3:26])=[CH:24][CH2:23][C:22](=O)[NH:21][C:20]=2[CH:28]=1. (2) Given the product [Cl:35][C:32]1[CH:33]=[CH:34][C:29]([N:26]2[CH2:25][CH2:24][N:23]([CH2:22][C:15]3[CH:14]=[C:13]4[C:18]([N:19]5[CH:10]([C:11](=[O:36])[NH:12]4)[CH2:9][NH:8][CH2:21][CH2:20]5)=[N:17][CH:16]=3)[CH2:28][CH2:27]2)=[CH:30][CH:31]=1, predict the reactants needed to synthesize it. The reactants are: C(OC([N:8]1[CH2:21][CH2:20][N:19]2[CH:10]([C:11](=[O:36])[NH:12][C:13]3[C:18]2=[N:17][CH:16]=[C:15]([CH2:22][N:23]2[CH2:28][CH2:27][N:26]([C:29]4[CH:34]=[CH:33][C:32]([Cl:35])=[CH:31][CH:30]=4)[CH2:25][CH2:24]2)[CH:14]=3)[CH2:9]1)=O)(C)(C)C.FC(F)(F)C(O)=O. (3) Given the product [CH3:28][O:29][N:30]([CH3:31])[C:12](=[O:14])[CH2:11][CH2:10][CH2:9][NH:8][C:6](=[O:7])[O:5][C:1]([CH3:2])([CH3:3])[CH3:4], predict the reactants needed to synthesize it. The reactants are: [C:1]([O:5][C:6]([NH:8][CH2:9][CH2:10][CH2:11][C:12]([OH:14])=O)=[O:7])([CH3:4])([CH3:3])[CH3:2].C1N=CN(C(N2C=NC=C2)=O)C=1.Cl.[CH3:28][O:29][NH:30][CH3:31]. (4) The reactants are: [Br:1][C:2]1[CH:3]=[C:4]2[C:8](=[CH:9][CH:10]=1)[NH:7][CH:6]=[C:5]2[CH:11]=O.[BH4-].[Na+].[C-:15]#[N:16].[K+]. Given the product [Br:1][C:2]1[CH:3]=[C:4]2[C:8](=[CH:9][CH:10]=1)[NH:7][CH:6]=[C:5]2[CH2:11][C:15]#[N:16], predict the reactants needed to synthesize it. (5) Given the product [NH2:1][C:2]1[N:7]=[C:6]([N:8]2[CH2:30][CH2:29][C:11]3([CH2:15][C@@H:14]([C:16]([OH:18])=[O:17])[N:13]([C:19]([O:21][CH2:22][C:23]4[CH:28]=[CH:27][CH:26]=[CH:25][CH:24]=4)=[O:20])[CH2:12]3)[CH2:10][CH2:9]2)[CH:5]=[C:4]([O:31][C@H:32]([C:37]2[CH:42]=[CH:41][C:40]([C:19]([O:21][CH2:22][CH3:23])=[O:20])=[CH:39][C:38]=2[N:44]2[CH:48]=[CH:47][C:46]([CH3:49])=[N:45]2)[C:33]([F:36])([F:35])[F:34])[N:3]=1, predict the reactants needed to synthesize it. The reactants are: [NH2:1][C:2]1[N:7]=[C:6]([N:8]2[CH2:30][CH2:29][C:11]3([CH2:15][C@@H:14]([C:16]([OH:18])=[O:17])[N:13]([C:19]([O:21][CH2:22][C:23]4[CH:28]=[CH:27][CH:26]=[CH:25][CH:24]=4)=[O:20])[CH2:12]3)[CH2:10][CH2:9]2)[CH:5]=[C:4]([O:31][C@H:32]([C:37]2[CH:42]=[CH:41][C:40](Br)=[CH:39][C:38]=2[N:44]2[CH:48]=[CH:47][C:46]([CH3:49])=[N:45]2)[C:33]([F:36])([F:35])[F:34])[N:3]=1. (6) Given the product [Br-:23].[OH:10][C:9]([C:17]1[CH:22]=[CH:21][CH:20]=[CH:19][CH:18]=1)([C:11]1[CH:12]=[CH:13][CH:14]=[CH:15][CH:16]=1)[C:4]12[CH2:5][CH2:6][N+:1]([CH2:24][CH2:25][CH2:26][C:27]3[CH:32]=[CH:31][CH:30]=[CH:29][CH:28]=3)([CH2:2][CH2:3]1)[CH2:8][CH2:7]2, predict the reactants needed to synthesize it. The reactants are: [N:1]12[CH2:8][CH2:7][C:4]([C:9]([C:17]3[CH:22]=[CH:21][CH:20]=[CH:19][CH:18]=3)([C:11]3[CH:16]=[CH:15][CH:14]=[CH:13][CH:12]=3)[OH:10])([CH2:5][CH2:6]1)[CH2:3][CH2:2]2.[Br:23][CH2:24][CH2:25][CH2:26][C:27]1[CH:32]=[CH:31][CH:30]=[CH:29][CH:28]=1. (7) Given the product [Cl:24][C:21]1[CH:22]=[CH:23][C:18]([C:13]2[C:12]([CH2:11][O:10][C:7]3[N:6]=[CH:5][C:4]([C:3]([N:26]4[CH2:31][CH2:30][S:29][CH2:28][CH2:27]4)=[O:25])=[CH:9][CH:8]=3)=[C:16]([CH3:17])[O:15][N:14]=2)=[N:19][CH:20]=1, predict the reactants needed to synthesize it. The reactants are: CO[C:3](=[O:25])[C:4]1[CH:9]=[CH:8][C:7]([O:10][CH2:11][C:12]2[C:13]([C:18]3[CH:23]=[CH:22][C:21]([Cl:24])=[CH:20][N:19]=3)=[N:14][O:15][C:16]=2[CH3:17])=[N:6][CH:5]=1.[NH:26]1[CH2:31][CH2:30][S:29][CH2:28][CH2:27]1. (8) Given the product [C:1]([O:9][CH2:10][C:11]1[C:12]([N:17]2[CH2:21][CH2:20][C@@H:19]([NH:22][CH2:23][CH3:24])[CH2:18]2)=[N:13][CH:14]=[CH:15][CH:16]=1)(=[O:8])[C:2]1[CH:7]=[CH:6][CH:5]=[CH:4][CH:3]=1, predict the reactants needed to synthesize it. The reactants are: [C:1]([O:9][CH2:10][C:11]1[C:12]([N:17]2[CH2:21][CH2:20][C@@H:19]([N:22](C(OC(C)(C)C)=O)[CH2:23][CH3:24])[CH2:18]2)=[N:13][CH:14]=[CH:15][CH:16]=1)(=[O:8])[C:2]1[CH:7]=[CH:6][CH:5]=[CH:4][CH:3]=1.FC(F)(F)C(O)=O.